From a dataset of Reaction yield outcomes from USPTO patents with 853,638 reactions. Predict the reaction yield, written as a fraction of the theoretical maximum amount of product (1.0 means a 100% yield; for example, 0.34 means a 34% yield). (1) The reactants are [Cl:1][C:2]1[CH:7]=[CH:6][N:5]=[CH:4][C:3]=1I.C1(P(C2C=CC=CC=2)C2C=CC=CC=2)C=CC=CC=1.C(N(CC)CC)C.[CH3:35][Si:36]([C:39]#[CH:40])([CH3:38])[CH3:37]. The catalyst is C1(C)C=CC=CC=1.[Cu](I)I.C([O-])(=O)C.[Pd+2].C([O-])(=O)C. The product is [Cl:1][C:2]1[CH:7]=[CH:6][N:5]=[CH:4][C:3]=1[C:40]#[C:39][Si:36]([CH3:38])([CH3:37])[CH3:35]. The yield is 0.960. (2) No catalyst specified. The reactants are [F:1][C:2]1[CH:3]=[C:4]([C:10]2[C:15]([C:16]3[CH:21]=[CH:20][C:19]([O:22][CH3:23])=[CH:18][CH:17]=3)=[N:14][NH:13][C:12](=[O:24])[CH:11]=2)[CH:5]=[CH:6][C:7]=1[O:8][CH3:9].[CH2:25](Br)[C:26]1[CH:31]=[CH:30][CH:29]=[CH:28][CH:27]=1. The product is [CH2:25]([N:13]1[C:12](=[O:24])[CH:11]=[C:10]([C:4]2[CH:5]=[CH:6][C:7]([O:8][CH3:9])=[C:2]([F:1])[CH:3]=2)[C:15]([C:16]2[CH:17]=[CH:18][C:19]([O:22][CH3:23])=[CH:20][CH:21]=2)=[N:14]1)[C:26]1[CH:31]=[CH:30][CH:29]=[CH:28][CH:27]=1. The yield is 0.956. (3) The reactants are CC1(C)C(C)(C)OB([C:9]2[CH:10]=[CH:11][C:12]([NH2:19])=[N:13][C:14]=2[C:15]([F:18])([F:17])[F:16])O1.B(O[O-])=[O:22].O.[Na+].CCOC(C)=O. The catalyst is C1COCC1.O. The product is [NH2:19][C:12]1[N:13]=[C:14]([C:15]([F:18])([F:17])[F:16])[C:9]([OH:22])=[CH:10][CH:11]=1. The yield is 0.250. (4) The reactants are [O:1]1[C:6]2[CH:7]=[CH:8][C:9]([CH:11]=O)=[CH:10][C:5]=2[O:4][CH2:3][CH2:2]1.FC(F)(F)C(O)=O.[NH2:20][C@H:21]1[CH2:26][CH2:25][C@H:24]([CH2:27][O:28][C:29]([C:31]2[CH:32]=[N:33][C:34]3[C:39]([CH:40]=2)=[CH:38][C:37]([O:41][CH3:42])=[CH:36][CH:35]=3)=[O:30])[CH2:23][CH2:22]1.C(O[BH-](OC(=O)C)OC(=O)C)(=O)C.[Na+]. The catalyst is ClCCCl. The product is [O:1]1[C:6]2[CH:7]=[CH:8][C:9]([CH2:11][NH:20][C@H:21]3[CH2:26][CH2:25][C@H:24]([CH2:27][O:28][C:29]([C:31]4[CH:32]=[N:33][C:34]5[C:39]([CH:40]=4)=[CH:38][C:37]([O:41][CH3:42])=[CH:36][CH:35]=5)=[O:30])[CH2:23][CH2:22]3)=[CH:10][C:5]=2[O:4][CH2:3][CH2:2]1. The yield is 0.400. (5) The reactants are [CH:1]1([S:4]([C:7]2[CH:12]=[CH:11][C:10]([CH:13]([CH2:18][CH:19]3[CH2:24][CH2:23][O:22][CH2:21][CH2:20]3)[C:14](=[O:17])[CH:15]=[CH2:16])=[CH:9][CH:8]=2)(=[O:6])=[O:5])[CH2:3][CH2:2]1.[CH3:25][O:26][CH2:27][CH2:28][O:29][CH2:30][C:31]1[S:35][C:34]([CH:36]=[O:37])=[N:33][CH:32]=1.C(N(CC)CC)C.O1CCCC1. The catalyst is [Cl-].C([N+]1C(C)=C(CCO)SC=1)C1C=CC=CC=1.C(O)C. The product is [CH:1]1([S:4]([C:7]2[CH:8]=[CH:9][C:10]([CH:13]([CH2:18][CH:19]3[CH2:24][CH2:23][O:22][CH2:21][CH2:20]3)[C:14](=[O:17])[CH2:15][CH2:16][C:36]([C:34]3[S:35][C:31]([CH2:30][O:29][CH2:28][CH2:27][O:26][CH3:25])=[CH:32][N:33]=3)=[O:37])=[CH:11][CH:12]=2)(=[O:6])=[O:5])[CH2:3][CH2:2]1. The yield is 0.790. (6) The reactants are [C:1]([C:3]1[C:8]([C:9]([F:12])([F:11])[F:10])=[CH:7][C:6]([N+:13]([O-])=O)=[CH:5][N:4]=1)#[N:2]. The catalyst is [Au].CCOCC. The product is [NH2:13][C:6]1[CH:7]=[C:8]([C:9]([F:12])([F:10])[F:11])[C:3]([C:1]#[N:2])=[N:4][CH:5]=1. The yield is 0.820.